Dataset: Forward reaction prediction with 1.9M reactions from USPTO patents (1976-2016). Task: Predict the product of the given reaction. (1) Given the reactants [NH2:1][C:2]1[N:7]=[CH:6][N:5]=[C:4]2[N:8]([CH:13]([C:15]3[C:24]([C:25]4[CH:26]=[N:27][CH:28]=[C:29]([F:31])[CH:30]=4)=[CH:23][C:22]4[C:17](=[CH:18][CH:19]=[C:20]([F:32])[CH:21]=4)[N:16]=3)[CH3:14])[N:9]=[C:10]([C:11]#[N:12])[C:3]=12, predict the reaction product. The product is: [NH2:1][C:2]1[N:7]=[CH:6][N:5]=[C:4]2[N:8]([C@H:13]([C:15]3[C:24]([C:25]4[CH:26]=[N:27][CH:28]=[C:29]([F:31])[CH:30]=4)=[CH:23][C:22]4[C:17](=[CH:18][CH:19]=[C:20]([F:32])[CH:21]=4)[N:16]=3)[CH3:14])[N:9]=[C:10]([C:11]#[N:12])[C:3]=12. (2) Given the reactants [C:1]([O:4][CH2:5][C@H:6]1[CH2:11][C@@H:10]([O:12][C:13](=[O:15])[CH3:14])[CH2:9][CH2:8][C@@:7]1([C@H:17]1[CH2:25][CH2:24][C@@:23]2([CH3:26])[C@@H:19]([CH2:20][CH2:21][C:22]2=[CH2:27])[C@@H:18]1[CH2:28]O)[CH3:16])(=[O:3])[CH3:2].C[CH2:31][N:32](CC)CC.CS(Cl)(=O)=O.[C-]#N.[K+], predict the reaction product. The product is: [C:1]([O:4][CH2:5][C@H:6]1[CH2:11][C@@H:10]([O:12][C:13](=[O:15])[CH3:14])[CH2:9][CH2:8][C@@:7]1([C@H:17]1[CH2:25][CH2:24][C@@:23]2([CH3:26])[C@@H:19]([CH2:20][CH2:21][C:22]2=[CH2:27])[C@@H:18]1[CH2:28][C:31]#[N:32])[CH3:16])(=[O:3])[CH3:2]. (3) Given the reactants C([N:8]1[CH2:13][CH2:12][C:11]([C:15]2[CH:20]=[C:19]([Cl:21])[CH:18]=[CH:17][C:16]=2[O:22][CH3:23])([F:14])[CH2:10][CH2:9]1)C1C=CC=CC=1.ClC(OC(Cl)=O)C, predict the reaction product. The product is: [Cl:21][C:19]1[CH:18]=[CH:17][C:16]([O:22][CH3:23])=[C:15]([C:11]2([F:14])[CH2:10][CH2:9][NH:8][CH2:13][CH2:12]2)[CH:20]=1. (4) Given the reactants [CH2:1]([C:8]1[C:13](=[O:14])[CH:12]=[C:11]([CH3:15])O[C:9]=1[CH3:16])[CH2:2][CH2:3][CH2:4][CH2:5][CH2:6][CH3:7].Cl.[NH2:18][OH:19].C([O-])(=O)C.[Na+].O, predict the reaction product. The product is: [CH2:1]([C:8]1[C:13](=[O:14])[CH:12]=[C:11]([CH3:15])[N:18]([OH:19])[C:9]=1[CH3:16])[CH2:2][CH2:3][CH2:4][CH2:5][CH2:6][CH3:7]. (5) Given the reactants [CH:1]([C:3]1[S:4][CH:5]=[CH:6][C:7]=1B(O)O)=[O:2].Br[CH2:12][C:13]1[CH:18]=[CH:17][CH:16]=[C:15]([Cl:19])[CH:14]=1.C([O-])([O-])=O.[Na+].[Na+].O, predict the reaction product. The product is: [Cl:19][C:15]1[CH:14]=[C:13]([CH:18]=[CH:17][CH:16]=1)[CH2:12][C:7]1[CH:6]=[CH:5][S:4][C:3]=1[CH:1]=[O:2]. (6) Given the reactants Br[C:2]1[CH:10]=[C:9]2[C:5]([CH:6]=[CH:7][NH:8]2)=[CH:4][CH:3]=1.N1[C:19]2[C:14](=[C:15]([C:20](C3C=CC=CC=3)=[CH:21][C:22]#[N:23])[CH:16]=[CH:17][CH:18]=2)C=C1, predict the reaction product. The product is: [NH:8]1[C:9]2[C:5](=[CH:4][CH:3]=[C:2]([C:20]([C:15]3[CH:16]=[CH:17][CH:18]=[CH:19][CH:14]=3)=[CH:21][C:22]#[N:23])[CH:10]=2)[CH:6]=[CH:7]1. (7) The product is: [ClH:43].[C:1]([C:3]([C:6]1[CH:7]=[C:8]([CH:40]=[CH:41][CH:42]=1)[C:9]([NH:11][C:12]1[CH:13]=[CH:14][C:15]([CH3:39])=[C:16]([NH:18][C:19]([C:21]2[S:38][C:24]3=[N:25][C:26]([NH:29][CH2:30][CH2:31][N:32]4[CH2:37][CH2:36][O:35][CH2:34][CH2:33]4)=[CH:27][N:28]=[C:23]3[CH:22]=2)=[O:20])[CH:17]=1)=[O:10])([CH3:5])[CH3:4])#[N:2]. Given the reactants [C:1]([C:3]([C:6]1[CH:7]=[C:8]([CH:40]=[CH:41][CH:42]=1)[C:9]([NH:11][C:12]1[CH:13]=[CH:14][C:15]([CH3:39])=[C:16]([NH:18][C:19]([C:21]2[S:38][C:24]3=[N:25][C:26]([NH:29][CH2:30][CH2:31][N:32]4[CH2:37][CH2:36][O:35][CH2:34][CH2:33]4)=[CH:27][N:28]=[C:23]3[CH:22]=2)=[O:20])[CH:17]=1)=[O:10])([CH3:5])[CH3:4])#[N:2].[ClH:43], predict the reaction product. (8) Given the reactants [F-].C([N+](CCCC)(CCCC)CCCC)CCC.[Si]([O:26][C@H:27]1[CH2:31][N:30]([C:32]([O:34][C:35]([CH3:38])([CH3:37])[CH3:36])=[O:33])[C@H:29]([CH3:39])[CH2:28]1)(C(C)(C)C)(C)C.CCCCCCC, predict the reaction product. The product is: [OH:26][CH:27]1[CH2:31][N:30]([C:32]([O:34][C:35]([CH3:38])([CH3:37])[CH3:36])=[O:33])[C@H:29]([CH3:39])[CH2:28]1. (9) Given the reactants [CH3:1][C:2]1([CH3:25])[S:6][C@@H:5]2[C@H:7]([NH:10][C:11]([C@H:13]([NH2:21])[C:14]3[CH:19]=[CH:18][C:17]([OH:20])=[CH:16][CH:15]=3)=[O:12])[C:8](=[O:9])[N:4]2[C@H:3]1[C:22]([OH:24])=[O:23].O.O.O.C(=O)([O-])[O-].[Na+:33].[Na+], predict the reaction product. The product is: [CH3:1][C:2]1([CH3:25])[S:6][C@@H:5]2[C@H:7]([NH:10][C:11]([C@H:13]([NH2:21])[C:14]3[CH:15]=[CH:16][C:17]([OH:20])=[CH:18][CH:19]=3)=[O:12])[C:8](=[O:9])[N:4]2[C@H:3]1[C:22]([O-:24])=[O:23].[Na+:33].